This data is from Full USPTO retrosynthesis dataset with 1.9M reactions from patents (1976-2016). The task is: Predict the reactants needed to synthesize the given product. (1) The reactants are: P(Cl)(Cl)(Cl)=O.CN(C)C=O.[F:11][C:12]1[CH:13]=[CH:14][C:15]([O:21][CH3:22])=[C:16]([CH:20]=1)[C:17]([NH2:19])=O. Given the product [F:11][C:12]1[CH:13]=[CH:14][C:15]([O:21][CH3:22])=[C:16]([CH:20]=1)[C:17]#[N:19], predict the reactants needed to synthesize it. (2) Given the product [Cl:1][C:2]1[CH:7]=[CH:6][N:5]=[C:4]([C:8]([NH:12][CH3:11])=[O:9])[CH:3]=1, predict the reactants needed to synthesize it. The reactants are: [Cl:1][C:2]1[CH:7]=[CH:6][N:5]=[C:4]([C:8](Cl)=[O:9])[CH:3]=1.[CH3:11][NH2:12]. (3) Given the product [CH3:21][O:20][C:18]([C:17]1[CH:16]=[N:2][N:1]([C:3]2[CH:12]=[CH:11][CH:10]=[C:9]3[C:4]=2[CH:5]=[CH:6][CH:7]=[N:8]3)[C:22]=1[CH:23]1[CH2:25][CH2:24]1)=[O:19], predict the reactants needed to synthesize it. The reactants are: [NH:1]([C:3]1[CH:12]=[CH:11][CH:10]=[C:9]2[C:4]=1[CH:5]=[CH:6][CH:7]=[N:8]2)[NH2:2].CN(/[CH:16]=[C:17](/[C:22](=O)[CH:23]1[CH2:25][CH2:24]1)\[C:18]([O:20][CH3:21])=[O:19])C. (4) Given the product [CH:19]1([CH2:1][C:2]2[CH:7]=[CH:6][CH:5]=[CH:4][N:3]=2)[CH2:18][CH2:17][CH2:16][CH:15]=[CH:14]1, predict the reactants needed to synthesize it. The reactants are: [CH3:1][C:2]1[CH:7]=[CH:6][CH:5]=[CH:4][N:3]=1.C([Li])CCC.Br[CH:14]1[CH2:19][CH2:18][CH2:17][CH:16]=[CH:15]1.